From a dataset of Full USPTO retrosynthesis dataset with 1.9M reactions from patents (1976-2016). Predict the reactants needed to synthesize the given product. (1) Given the product [C:27]([O:26][NH:25][C:24]([C:21]1[CH:22]=[CH:23][C:18]([C:14]2[CH:15]=[CH:16][CH:17]=[C:12]([CH2:11][NH2:10])[CH:13]=2)=[CH:19][CH:20]=1)=[O:31])([CH3:30])([CH3:28])[CH3:29], predict the reactants needed to synthesize it. The reactants are: C(OC(=O)[NH:10][CH2:11][C:12]1[CH:13]=[C:14]([C:18]2[CH:23]=[CH:22][C:21]([C:24](=[O:31])[NH:25][O:26][C:27]([CH3:30])([CH3:29])[CH3:28])=[CH:20][CH:19]=2)[CH:15]=[CH:16][CH:17]=1)C1C=CC=CC=1. (2) Given the product [CH3:9][C@@H:10]1[CH2:14][CH2:13][CH2:12][N:11]1[C:2]1[N:7]=[C:6]([NH2:8])[CH:5]=[CH:4][CH:3]=1, predict the reactants needed to synthesize it. The reactants are: F[C:2]1[N:7]=[C:6]([NH2:8])[CH:5]=[CH:4][CH:3]=1.[CH3:9][C@@H:10]1[CH2:14][CH2:13][CH2:12][NH:11]1. (3) Given the product [Cl:1][C:2]1[CH:3]=[CH:4][C:5]([CH2:6][NH:7][C:8]([NH:9][O:10][CH2:11][C:12]([NH:18][C@@H:19]([CH2:43][C:44]2[CH:49]=[CH:48][C:47]([O:50][C:51]([CH3:54])([CH3:53])[CH3:52])=[CH:46][CH:45]=2)[C:20]([N:22]([C@@H:34]([CH3:42])[CH:35]([O:39][CH2:40][CH3:41])[O:36][CH2:37][CH3:38])[CH2:23][C:24]2[C:33]3[C:28](=[CH:29][CH:30]=[CH:31][CH:32]=3)[CH:27]=[CH:26][CH:25]=2)=[O:21])=[O:14])=[O:15])=[CH:16][CH:17]=1, predict the reactants needed to synthesize it. The reactants are: [Cl:1][C:2]1[CH:17]=[CH:16][C:5]([CH2:6][NH:7][C:8](=[O:15])[NH:9][O:10][CH2:11][C:12]([OH:14])=O)=[CH:4][CH:3]=1.[NH2:18][C@@H:19]([CH2:43][C:44]1[CH:49]=[CH:48][C:47]([O:50][C:51]([CH3:54])([CH3:53])[CH3:52])=[CH:46][CH:45]=1)[C:20]([N:22]([C@@H:34]([CH3:42])[CH:35]([O:39][CH2:40][CH3:41])[O:36][CH2:37][CH3:38])[CH2:23][C:24]1[C:33]2[C:28](=[CH:29][CH:30]=[CH:31][CH:32]=2)[CH:27]=[CH:26][CH:25]=1)=[O:21]. (4) Given the product [CH3:2][O:3][C:4](=[O:7])[CH2:5]/[N:6]=[CH:22]/[CH2:23][C:17]([CH3:18])([CH3:29])[CH2:16][C:13]1[CH:12]=[CH:11][C:10]([O:9][CH3:8])=[CH:15][CH:14]=1, predict the reactants needed to synthesize it. The reactants are: Cl.[CH3:2][O:3][C:4](=[O:7])[CH2:5][NH2:6].[CH3:8][O:9][C:10]1[CH:15]=[CH:14][C:13]([C:16](C)(C)[CH2:17][CH:18]=O)=[CH:12][CH:11]=1.[CH2:22](N(CC)CC)[CH3:23].[CH2:29](Cl)Cl. (5) Given the product [F:1][C:2]1[CH:7]=[CH:6][C:5]([CH:8]([C:12]2[CH:17]=[CH:16][C:15]([S:18]([CH3:21])(=[O:20])=[O:19])=[CH:14][CH:13]=2)[CH2:9][CH2:10][NH:11][C:29](=[O:36])[C:30]2[CH:35]=[CH:34][CH:33]=[CH:32][CH:31]=2)=[CH:4][CH:3]=1, predict the reactants needed to synthesize it. The reactants are: [F:1][C:2]1[CH:7]=[CH:6][C:5]([CH:8]([C:12]2[CH:17]=[CH:16][C:15]([S:18]([CH3:21])(=[O:20])=[O:19])=[CH:14][CH:13]=2)[CH2:9][CH2:10][NH2:11])=[CH:4][CH:3]=1.C(N(CC)CC)C.[C:29](Cl)(=[O:36])[C:30]1[CH:35]=[CH:34][CH:33]=[CH:32][CH:31]=1.O. (6) Given the product [C:31]([C:7]1[CH:8]=[C:9]2[C:14](=[CH:15][CH:16]=1)[CH:13]([C:17]([O:19][CH2:20][CH3:21])=[O:18])[N:12]([C:22]([O:24][C:25]([CH3:27])([CH3:26])[CH3:28])=[O:23])[CH2:11][CH2:10]2)#[N:32], predict the reactants needed to synthesize it. The reactants are: FC(F)(F)S(O[C:7]1[CH:8]=[C:9]2[C:14](=[CH:15][CH:16]=1)[CH:13]([C:17]([O:19][CH2:20][CH3:21])=[O:18])[N:12]([C:22]([O:24][C:25]([CH3:28])([CH3:27])[CH3:26])=[O:23])[CH2:11][CH2:10]2)(=O)=O.[CH3:31][N:32](C=O)C. (7) Given the product [Cl:1][C:2]1[C:6]([Cl:7])=[C:5]([CH3:8])[NH:4][C:3]=1[C:9]([O:11][CH:12]1[CH2:13][CH2:14][N:15]([C:18]2[CH:23]=[C:22]([C:24]3[NH:29][N:28]=[N:27][N:25]=3)[CH:21]=[C:20]([Cl:26])[N:19]=2)[CH2:16][CH2:17]1)=[O:10], predict the reactants needed to synthesize it. The reactants are: [Cl:1][C:2]1[C:6]([Cl:7])=[C:5]([CH3:8])[NH:4][C:3]=1[C:9]([O:11][CH:12]1[CH2:17][CH2:16][N:15]([C:18]2[CH:23]=[C:22]([C:24]#[N:25])[CH:21]=[C:20]([Cl:26])[N:19]=2)[CH2:14][CH2:13]1)=[O:10].[N-:27]=[N+:28]=[N-:29].[Na+].[Cl-].[NH4+]. (8) Given the product [CH3:10][O:11][C:12](=[O:21])[C:13]1[CH:18]=[CH:17][CH:16]=[C:15]([C:19]2[O:9][C:3]3[CH:4]=[CH:5][CH:6]=[C:7]([CH3:8])[C:2]=3[N:1]=2)[CH:14]=1, predict the reactants needed to synthesize it. The reactants are: [NH2:1][C:2]1[C:7]([CH3:8])=[CH:6][CH:5]=[CH:4][C:3]=1[OH:9].[CH3:10][O:11][C:12](=[O:21])[C:13]1[CH:18]=[CH:17][CH:16]=[C:15]([CH:19]=O)[CH:14]=1.C(C1C(=O)C(Cl)=C(Cl)C(=O)C=1C#N)#N.C([O-])(O)=O.[Na+]. (9) Given the product [NH2:17][C:12]1[C:11]2[C:15](=[CH:16][C:8]([C:6]3[N:7]=[C:2]([NH2:1])[N:3]=[C:4]([NH:31][CH2:30][CH2:29][C:25]4[CH:26]=[CH:27][CH:28]=[C:23]([CH3:22])[CH:24]=4)[CH:5]=3)=[CH:9][CH:10]=2)[NH:14][N:13]=1, predict the reactants needed to synthesize it. The reactants are: [NH2:1][C:2]1[N:7]=[C:6]([C:8]2[CH:16]=[C:15]3[C:11]([C:12]([NH2:17])=[N:13][NH:14]3)=[CH:10][CH:9]=2)[CH:5]=[C:4](S(C)(=O)=O)[N:3]=1.[CH3:22][C:23]1[CH:24]=[C:25]([CH2:29][CH2:30][NH2:31])[CH:26]=[CH:27][CH:28]=1.CCN(C(C)C)C(C)C.